Dataset: CYP2D6 inhibition data for predicting drug metabolism from PubChem BioAssay. Task: Regression/Classification. Given a drug SMILES string, predict its absorption, distribution, metabolism, or excretion properties. Task type varies by dataset: regression for continuous measurements (e.g., permeability, clearance, half-life) or binary classification for categorical outcomes (e.g., BBB penetration, CYP inhibition). Dataset: cyp2d6_veith. (1) The compound is Cc1n[nH]c2ccccc2c1=O. The result is 0 (non-inhibitor). (2) The molecule is C[C@H](CCC(=O)NN)[C@@H]1CC[C@@H]2[C@H]3CC[C@H]4C[C@@H](O)CC[C@@]4(C)[C@@H]3CC[C@@]12C. The result is 0 (non-inhibitor). (3) The compound is Cc1cnc(CNc2ncncc2-c2cccc(NS(C)(=O)=O)c2)cn1. The result is 0 (non-inhibitor). (4) The compound is CCc1ccc(C2=Nn3c(nnc3-c3cccs3)SC2)cc1. The result is 1 (inhibitor). (5) The molecule is CCOC(=O)N/N=C/c1ccc(F)cc1. The result is 0 (non-inhibitor).